Task: Predict the product of the given reaction.. Dataset: Forward reaction prediction with 1.9M reactions from USPTO patents (1976-2016) (1) Given the reactants C([O:4][CH2:5][C:6]1[CH:11]=[CH:10][CH:9]=[C:8](Br)[N:7]=1)(=O)C.C[Si](C)(C)[C:15]#[CH:16], predict the reaction product. The product is: [C:15]([C:8]1[N:7]=[C:6]([CH2:5][OH:4])[CH:11]=[CH:10][CH:9]=1)#[CH:16]. (2) Given the reactants [CH3:1][Mg]Br.[CH3:4][C:5]1[C:10]([NH:11][C:12]([C:14]2[CH:15]=[CH:16][C:17]3[C@@:23]4([CH2:29][C:30]5[CH:35]=[CH:34][CH:33]=[CH:32][CH:31]=5)[CH2:24][CH2:25][C:26](=[O:28])[CH2:27][C@@H:22]4[CH2:21][CH2:20][CH2:19][C:18]=3[CH:36]=2)=[O:13])=[CH:9][CH:8]=[CH:7][N:6]=1.[CH3:37][C:38]1[C:43]([NH:44][C:45]([C:47]2[CH:48]=[CH:49][C:50]3[C@:56]4([CH2:62][C:63]5[CH:68]=[CH:67][CH:66]=[CH:65][CH:64]=5)[CH2:57][CH2:58][C:59](=[O:61])[CH2:60][C@H:55]4[CH2:54][CH2:53][CH2:52][C:51]=3[CH:69]=2)=[O:46])=[CH:42][CH:41]=[CH:40][N:39]=1, predict the reaction product. The product is: [CH3:4][C:5]1[C:10]([NH:11][C:12]([C:14]2[CH:15]=[CH:16][C:17]3[C@@:23]4([CH2:29][C:30]5[CH:31]=[CH:32][CH:33]=[CH:34][CH:35]=5)[CH2:24][CH2:25][C@@:26]([OH:28])([CH3:37])[CH2:27][C@@H:22]4[CH2:21][CH2:20][CH2:19][C:18]=3[CH:36]=2)=[O:13])=[CH:9][CH:8]=[CH:7][N:6]=1.[CH3:37][C:38]1[C:43]([NH:44][C:45]([C:47]2[CH:48]=[CH:49][C:50]3[C@:56]4([CH2:62][C:63]5[CH:64]=[CH:65][CH:66]=[CH:67][CH:68]=5)[CH2:57][CH2:58][C@:59]([OH:61])([CH3:1])[CH2:60][C@H:55]4[CH2:54][CH2:53][CH2:52][C:51]=3[CH:69]=2)=[O:46])=[CH:42][CH:41]=[CH:40][N:39]=1. (3) The product is: [C:17]([NH:20][CH:9]1[CH2:10][CH:11]([OH:14])[CH2:12][CH2:13][N:8]1[C:1]([O:3][C:4]([CH3:7])([CH3:6])[CH3:5])=[O:2])(=[O:19])[CH3:18].[F:37][C:34]1[CH:33]=[CH:32][C:31]([C:29]2[CH:28]=[CH:27][C:25]3[N:26]=[CH:21][N:22]=[CH:23][C:24]=3[N:30]=2)=[CH:36][CH:35]=1. Given the reactants [C:1]([N:8]1[CH2:13][CH2:12][CH:11]([OH:14])[CH2:10][CH2:9]1)([O:3][C:4]([CH3:7])([CH3:6])[CH3:5])=[O:2].[H-].[Na+].[C:17]([NH:20][C:21]1[N:22]=[C:23](C2N=CNN=2)[C:24]2[N:30]=[C:29]([C:31]3[CH:36]=[CH:35][C:34]([F:37])=[CH:33][CH:32]=3)[CH:28]=[CH:27][C:25]=2[N:26]=1)(=[O:19])[CH3:18], predict the reaction product. (4) Given the reactants C(OC([N:8]1[CH2:13][CH2:12][CH:11]([O:14][C:15]2[CH:16]=[C:17]3[C:22](=[CH:23][C:24]=2[Cl:25])[C:21]([O:26]CC2C=CC=CC=2)=[N:20][CH:19]=[CH:18]3)[CH2:10][CH2:9]1)=O)(C)(C)C, predict the reaction product. The product is: [ClH:25].[Cl:25][C:24]1[CH:23]=[C:22]2[C:17]([CH:18]=[CH:19][NH:20][C:21]2=[O:26])=[CH:16][C:15]=1[O:14][CH:11]1[CH2:12][CH2:13][NH:8][CH2:9][CH2:10]1. (5) Given the reactants Br[C:2]1[C:10]2[O:9][C:8]([C:11]3[CH:16]=[CH:15][C:14]([O:17][CH3:18])=[CH:13][CH:12]=3)=[N:7][C:6]=2[CH:5]=[C:4]([O:19][CH3:20])[CH:3]=1.[C:21]1(B(O)O)[CH:26]=[CH:25][CH:24]=[CH:23][CH:22]=1.C(=O)([O-])[O-].[Na+].[Na+].C(O)C, predict the reaction product. The product is: [CH3:20][O:19][C:4]1[CH:3]=[C:2]([C:21]2[CH:26]=[CH:25][CH:24]=[CH:23][CH:22]=2)[C:10]2[O:9][C:8]([C:11]3[CH:16]=[CH:15][C:14]([O:17][CH3:18])=[CH:13][CH:12]=3)=[N:7][C:6]=2[CH:5]=1. (6) Given the reactants [CH2:1]1[N:6]([CH2:7][CH2:8][CH2:9][OH:10])[CH2:5][CH2:4][N:3]2[CH2:11][CH2:12][CH2:13][CH2:14][CH:2]12.N1C=CC=CC=1.[S:21](Cl)([C:24]1[CH:30]=[CH:29][C:27]([CH3:28])=[CH:26][CH:25]=1)(=[O:23])=[O:22], predict the reaction product. The product is: [C:27]1([CH3:28])[CH:29]=[CH:30][C:24]([S:21]([O:10][CH2:9][CH2:8][CH2:7][N:6]2[CH2:5][CH2:4][N:3]3[CH2:11][CH2:12][CH2:13][CH2:14][CH:2]3[CH2:1]2)(=[O:23])=[O:22])=[CH:25][CH:26]=1. (7) Given the reactants Br[C:2]1[CH:3]=[CH:4][C:5]2[C:6]3[C:11]([C:12]4[C:17]=2[C:16]=1[CH:15]=[CH:14][CH:13]=4)=[CH:10][CH:9]=[CH:8][CH:7]=3.[Cl:18][C:19]1[CH:25]=[CH:24][CH:23]=[CH:22][C:20]=1[NH2:21].C(P(C(C)(C)C)C(C)(C)C)(C)(C)C.CC(C)([O-])C.[Na+], predict the reaction product. The product is: [Cl:18][C:19]1[CH:25]=[CH:24][CH:23]=[CH:22][C:20]=1[NH:21][C:2]1[CH:3]=[CH:4][C:5]2[C:6]3[C:11]([C:12]4[C:17]=2[C:16]=1[CH:15]=[CH:14][CH:13]=4)=[CH:10][CH:9]=[CH:8][CH:7]=3. (8) The product is: [Cl:1][C:2]1[CH:3]=[C:4]([C:11]2[CH:16]=[CH:15][C:14]([OH:17])=[CH:13][CH:12]=2)[CH:5]=[C:6]([Cl:10])[C:7]=1[CH:8]=[N:19][OH:20]. Given the reactants [Cl:1][C:2]1[CH:3]=[C:4]([C:11]2[CH:16]=[CH:15][C:14]([OH:17])=[CH:13][CH:12]=2)[CH:5]=[C:6]([Cl:10])[C:7]=1[CH:8]=O.Cl.[NH2:19][OH:20], predict the reaction product. (9) The product is: [CH3:1][O:2][C:3]([C:4]1[CH:9]=[CH:8][C:7]2[N:10]([CH3:25])[C:11]([NH:14][C:15]3[S:16][C:17]4[CH:23]=[C:22]([Cl:24])[CH:21]=[CH:20][C:18]=4[N:19]=3)=[N:12][C:6]=2[CH:5]=1)=[O:13]. Given the reactants [CH3:1][O:2][C:3](=[O:13])[C:4]1[CH:9]=[CH:8][C:7]([NH:10][CH3:11])=[C:6]([NH2:12])[CH:5]=1.[NH2:14][C:15]1[S:16][C:17]2[CH:23]=[C:22]([Cl:24])[CH:21]=[CH:20][C:18]=2[N:19]=1.[C:25](N1C=CN=C1)(N1C=CN=C1)=S, predict the reaction product.